Dataset: Forward reaction prediction with 1.9M reactions from USPTO patents (1976-2016). Task: Predict the product of the given reaction. (1) Given the reactants C(OC(=O)[NH:7][C:8]1[CH:13]=[CH:12][CH:11]=[CH:10][C:9]=1[NH:14][C:15](=[O:47])/[CH:16]=[CH:17]/[C:18]1[CH:23]=[CH:22][C:21]([CH:24]([O:38][CH2:39][CH2:40][N:41]2[CH2:46][CH2:45][O:44][CH2:43][CH2:42]2)[C:25](=[O:37])[NH:26][C:27]2[CH:32]=[CH:31][C:30]([C:33]([F:36])([F:35])[F:34])=[CH:29][CH:28]=2)=[CH:20][CH:19]=1)(C)(C)C.Cl, predict the reaction product. The product is: [NH2:7][C:8]1[CH:13]=[CH:12][CH:11]=[CH:10][C:9]=1[NH:14][C:15](=[O:47])/[CH:16]=[CH:17]/[C:18]1[CH:23]=[CH:22][C:21]([CH:24]([O:38][CH2:39][CH2:40][N:41]2[CH2:46][CH2:45][O:44][CH2:43][CH2:42]2)[C:25](=[O:37])[NH:26][C:27]2[CH:32]=[CH:31][C:30]([C:33]([F:34])([F:35])[F:36])=[CH:29][CH:28]=2)=[CH:20][CH:19]=1. (2) Given the reactants [C:1]1([C@H:7]([NH:24][C:25]([O:27][C@@H:28]2[CH:33]3[CH2:34][CH2:35][N:30]([CH2:31][CH2:32]3)[CH2:29]2)=[O:26])[C:8]2[CH:9]=[C:10]([CH:21]=[CH:22][CH:23]=2)[O:11][CH2:12][C:13]2[O:17][C:16]([C:18]([OH:20])=[O:19])=[CH:15][CH:14]=2)[CH:6]=[CH:5][CH:4]=[CH:3][CH:2]=1.C(O)=O.C1([C@H](NC(O[C@@H]2C3CCN(CC3)C2)=O)C2C=C(C=CC=2)OCC2OC(C(O)=O)=CC=2)C=CC=CC=1.[ClH:74].CCOCC, predict the reaction product. The product is: [ClH:74].[C:1]1([C@H:7]([NH:24][C:25]([O:27][C@@H:28]2[CH:33]3[CH2:34][CH2:35][N:30]([CH2:31][CH2:32]3)[CH2:29]2)=[O:26])[C:8]2[CH:9]=[C:10]([CH:21]=[CH:22][CH:23]=2)[O:11][CH2:12][C:13]2[O:17][C:16]([C:18]([OH:20])=[O:19])=[CH:15][CH:14]=2)[CH:6]=[CH:5][CH:4]=[CH:3][CH:2]=1. (3) Given the reactants [NH2:1][C:2]1[CH:7]=[CH:6][CH:5]=[CH:4][C:3]=1[S:8][C:9]1[CH:17]=[CH:16][CH:15]=[CH:14][C:10]=1[C:11](O)=[O:12].C(Cl)CCl.C1C=CC2N(O)N=NC=2C=1, predict the reaction product. The product is: [CH:14]1[C:10]2[C:11](=[O:12])[NH:1][C:2]3[CH:7]=[CH:6][CH:5]=[CH:4][C:3]=3[S:8][C:9]=2[CH:17]=[CH:16][CH:15]=1. (4) Given the reactants [CH2:1]([O:8][C:9]1[CH:10]=[C:11]([O:21][C:22]2[CH:27]=[CH:26][C:25]([S:28]([CH3:31])(=[O:30])=[O:29])=[CH:24][CH:23]=2)[CH:12]=[C:13]2[C:17]=1[NH:16][C:15]([C:18](=[S:20])[NH2:19])=[CH:14]2)[C:2]1[CH:7]=[CH:6][CH:5]=[CH:4][CH:3]=1.[K].Cl[CH:34]([CH:40]=O)[C:35]([O:37][CH2:38][CH3:39])=[O:36].C(O)(=O)C.CN(C)C(=O)C, predict the reaction product. The product is: [CH2:1]([O:8][C:9]1[CH:10]=[C:11]([O:21][C:22]2[CH:27]=[CH:26][C:25]([S:28]([CH3:31])(=[O:30])=[O:29])=[CH:24][CH:23]=2)[CH:12]=[C:13]2[C:17]=1[NH:16][C:15]([C:18]1[S:20][C:34]([C:35]([O:37][CH2:38][CH3:39])=[O:36])=[CH:40][N:19]=1)=[CH:14]2)[C:2]1[CH:7]=[CH:6][CH:5]=[CH:4][CH:3]=1.